From a dataset of Catalyst prediction with 721,799 reactions and 888 catalyst types from USPTO. Predict which catalyst facilitates the given reaction. (1) Reactant: [C:1]1([CH:7]([C:15]2[CH:20]=[CH:19][CH:18]=[CH:17][CH:16]=2)[O:8][CH:9]2[CH2:14][CH2:13][NH:12][CH2:11][CH2:10]2)[CH:6]=[CH:5][CH:4]=[CH:3][CH:2]=1.[C:21]([O:25][CH3:26])(=[O:24])[CH:22]=[CH2:23]. Product: [C:15]1([CH:7]([C:1]2[CH:2]=[CH:3][CH:4]=[CH:5][CH:6]=2)[O:8][CH:9]2[CH2:14][CH2:13][N:12]([CH2:23][CH2:22][C:21]([O:25][CH3:26])=[O:24])[CH2:11][CH2:10]2)[CH:16]=[CH:17][CH:18]=[CH:19][CH:20]=1. The catalyst class is: 5. (2) Reactant: Cl[CH2:2][C:3]1[CH:20]=[CH:19][C:6]([O:7][CH2:8][C:9]2[N:10]=[C:11]([C:14]3[O:15][CH:16]=[CH:17][CH:18]=3)[O:12][CH:13]=2)=[C:5]([O:21][CH3:22])[CH:4]=1.[OH:23][C:24]1[C:28]([CH:29]=[O:30])=[CH:27][N:26]([C:31]2[CH:36]=[CH:35][CH:34]=[CH:33][CH:32]=2)[N:25]=1.CN(C)C=O.[H-].[Na+]. Product: [O:15]1[CH:16]=[CH:17][CH:18]=[C:14]1[C:11]1[O:12][CH:13]=[C:9]([CH2:8][O:7][C:6]2[CH:19]=[CH:20][C:3]([CH2:2][O:23][C:24]3[C:28]([CH:29]=[O:30])=[CH:27][N:26]([C:31]4[CH:32]=[CH:33][CH:34]=[CH:35][CH:36]=4)[N:25]=3)=[CH:4][C:5]=2[O:21][CH3:22])[N:10]=1. The catalyst class is: 6. (3) Reactant: [CH3:1][O:2][C:3]1[CH:4]=[C:5]2[C:10](=[CH:11][C:12]=1[O:13][CH3:14])[N:9]=[CH:8][CH:7]=[C:6]2[O:15][C:16]1[C:22]([CH3:23])=[CH:21][C:19]([NH2:20])=[C:18]([CH3:24])[CH:17]=1.C1(C)C=CC=CC=1.C(N(CC)CC)C.ClC(Cl)(O[C:43](=[O:49])[O:44][C:45](Cl)(Cl)Cl)Cl.[Cl:51][C:52]1[CH:62]=[CH:61][C:55]([O:56][CH2:57][CH2:58]CO)=[CH:54][CH:53]=1. Product: [CH3:1][O:2][C:3]1[CH:4]=[C:5]2[C:10](=[CH:11][C:12]=1[O:13][CH3:14])[N:9]=[CH:8][CH:7]=[C:6]2[O:15][C:16]1[C:22]([CH3:23])=[CH:21][C:19]([NH:20][C:43](=[O:49])[O:44][CH2:45][CH2:58][CH2:57][O:56][C:55]2[CH:61]=[CH:62][C:52]([Cl:51])=[CH:53][CH:54]=2)=[C:18]([CH3:24])[CH:17]=1. The catalyst class is: 2. (4) Reactant: [NH2:1][C:2]1[CH:3]=[C:4]([S:8]([NH:11][C:12]2[CH:13]=[C:14]([NH:18][C:19](=[O:25])[O:20][C:21]([CH3:24])([CH3:23])[CH3:22])[CH:15]=[CH:16][CH:17]=2)(=[O:10])=[O:9])[CH:5]=[CH:6][CH:7]=1.[Cl:26][C:27]1[N:32]=[C:31](Cl)[C:30]([Cl:34])=[CH:29][N:28]=1.C(=O)([O-])[O-].[K+].[K+]. Product: [Cl:26][C:27]1[N:32]=[C:31]([NH:1][C:2]2[CH:3]=[C:4]([S:8]([NH:11][C:12]3[CH:13]=[C:14]([NH:18][C:19](=[O:25])[O:20][C:21]([CH3:22])([CH3:24])[CH3:23])[CH:15]=[CH:16][CH:17]=3)(=[O:10])=[O:9])[CH:5]=[CH:6][CH:7]=2)[C:30]([Cl:34])=[CH:29][N:28]=1. The catalyst class is: 3. (5) The catalyst class is: 3. Product: [Cl:21][C:15]1[CH:16]=[CH:17][CH:18]=[C:19]([F:20])[C:14]=1[CH2:13][N:1]1[CH:5]=[CH:4][C:3]([NH:6][C:7](=[O:9])[CH3:8])=[N:2]1. Reactant: [NH:1]1[CH:5]=[CH:4][C:3]([NH:6][C:7](=[O:9])[CH3:8])=[N:2]1.[H-].[Na+].Br[CH2:13][C:14]1[C:19]([F:20])=[CH:18][CH:17]=[CH:16][C:15]=1[Cl:21]. (6) Reactant: [C:1]([O:5][C:6](=[O:25])[CH2:7][O:8][C:9]1[CH:24]=[CH:23][C:12]([C:13]([O:15]CC2C=CC=CC=2)=[O:14])=[CH:11][CH:10]=1)([CH3:4])([CH3:3])[CH3:2]. Product: [C:1]([O:5][C:6](=[O:25])[CH2:7][O:8][C:9]1[CH:10]=[CH:11][C:12]([C:13]([OH:15])=[O:14])=[CH:23][CH:24]=1)([CH3:4])([CH3:2])[CH3:3]. The catalyst class is: 19. (7) Reactant: [OH:1][C:2]1[CH:7]=[CH:6][C:5]([C:8]2[C:9](=[O:15])[N:10]([CH3:14])[CH:11]=[CH:12][CH:13]=2)=[CH:4][CH:3]=1.[F:16][C:17]1([F:33])[CH2:22][CH2:21][C@H:20]([NH:23][C:24](=[O:30])[O:25][C:26]([CH3:29])([CH3:28])[CH3:27])[C@@H:19]([CH2:31]O)[CH2:18]1.P(CCCC)(CCCC)CCCC.C1CCN(C(N=NC(N2CCCCC2)=O)=O)CC1. Product: [F:16][C:17]1([F:33])[CH2:22][CH2:21][C@H:20]([NH:23][C:24](=[O:30])[O:25][C:26]([CH3:27])([CH3:29])[CH3:28])[C@@H:19]([CH2:31][O:1][C:2]2[CH:7]=[CH:6][C:5]([C:8]3[C:9](=[O:15])[N:10]([CH3:14])[CH:11]=[CH:12][CH:13]=3)=[CH:4][CH:3]=2)[CH2:18]1. The catalyst class is: 11. (8) Reactant: [CH:1]([O:4][C:5](=[O:28])[NH:6][C@@H:7]1[CH2:27][C:10]2[N:11]([CH2:20][C@@H:21]3[C@@H:25]([OH:26])[CH2:24][CH2:23][NH:22]3)[C:12]3[CH:13]=[CH:14][C:15]([C:18]#[N:19])=[CH:16][C:17]=3[C:9]=2[CH2:8]1)([CH3:3])[CH3:2].[CH:29](=O)[CH3:30].C(O[BH-](OC(=O)C)OC(=O)C)(=O)C.[Na+].C(=O)(O)[O-].[Na+]. Product: [CH:1]([O:4][C:5](=[O:28])[NH:6][C@@H:7]1[CH2:27][C:10]2[N:11]([CH2:20][C@@H:21]3[C@@H:25]([OH:26])[CH2:24][CH2:23][N:22]3[CH2:29][CH3:30])[C:12]3[CH:13]=[CH:14][C:15]([C:18]#[N:19])=[CH:16][C:17]=3[C:9]=2[CH2:8]1)([CH3:3])[CH3:2]. The catalyst class is: 245.